From a dataset of Tyrosyl-DNA phosphodiesterase HTS with 341,365 compounds. Binary Classification. Given a drug SMILES string, predict its activity (active/inactive) in a high-throughput screening assay against a specified biological target. The drug is Clc1c(C(=O)NNC(=O)c2cc3OCCOc3cc2)cccc1. The result is 0 (inactive).